Dataset: Catalyst prediction with 721,799 reactions and 888 catalyst types from USPTO. Task: Predict which catalyst facilitates the given reaction. (1) Reactant: [CH3:1][C@H:2]1[CH2:7][O:6][CH2:5][CH2:4][N:3]1[C:8]1([NH2:21])[N:13]=[CH:12][CH:11]=[C:10]([N:14]2[CH2:19][CH2:18][O:17][CH2:16][C@@H:15]2[CH3:20])[NH:9]1.[CH3:22][O:23][C:24]1[CH:32]=[CH:31][C:27]([C:28](Cl)=[O:29])=[CH:26][CH:25]=1. Product: [CH3:1][C@H:2]1[CH2:7][O:6][CH2:5][CH2:4][N:3]1[C:8]1[N:21]=[C:12]([NH:13][C:28](=[O:29])[C:27]2[CH:31]=[CH:32][C:24]([O:23][CH3:22])=[CH:25][CH:26]=2)[CH:11]=[C:10]([N:14]2[CH2:19][CH2:18][O:17][CH2:16][C@@H:15]2[CH3:20])[N:9]=1. The catalyst class is: 17. (2) Reactant: [CH3:1][S:2]([C:5]1[CH:23]=[CH:22][C:8]([CH2:9][O:10][C:11]2[CH:12]=[CH:13][C:14]([CH2:17][O:18]C(=O)C)=[N:15][CH:16]=2)=[CH:7][CH:6]=1)(=[O:4])=[O:3].O.[OH-].[Na+]. Product: [CH3:1][S:2]([C:5]1[CH:6]=[CH:7][C:8]([CH2:9][O:10][C:11]2[CH:12]=[CH:13][C:14]([CH2:17][OH:18])=[N:15][CH:16]=2)=[CH:22][CH:23]=1)(=[O:4])=[O:3]. The catalyst class is: 8. (3) Reactant: [NH2:1][C:2]1[N:7]=[C:6]([CH2:8][O:9]/[N:10]=[C:11](/[C:14]2[CH:19]=[CH:18][CH:17]=[CH:16][CH:15]=2)\[C:12]#[N:13])[CH:5]=[CH:4][CH:3]=1.Cl.[NH2:21][OH:22].C(=O)([O-])[O-].[K+].[K+]. Product: [NH2:1][C:2]1[N:7]=[C:6]([CH2:8][O:9][N:10]=[C:11]([C:14]2[CH:19]=[CH:18][CH:17]=[CH:16][CH:15]=2)/[C:12](=[N:21]/[OH:22])/[NH2:13])[CH:5]=[CH:4][CH:3]=1. The catalyst class is: 378. (4) Reactant: [CH2:1]([O:8][C:9]1[CH:10]=[C:11]2[C:16](=[CH:17][CH:18]=1)[CH:15]([C:19]1[CH:24]=[CH:23][C:22]([O:25][CH2:26][CH2:27][N:28]3[CH2:32][CH2:31][CH2:30][CH2:29]3)=[CH:21][CH:20]=1)[NH:14][CH2:13][CH2:12]2)[C:2]1[CH:7]=[CH:6][CH:5]=[CH:4][CH:3]=1.CCN(CC)CC.[CH3:40][C:41]([CH3:46])([CH3:45])[C:42](Cl)=[O:43]. Product: [CH2:1]([O:8][C:9]1[CH:10]=[C:11]2[C:16](=[CH:17][CH:18]=1)[CH:15]([C:19]1[CH:24]=[CH:23][C:22]([O:25][CH2:26][CH2:27][N:28]3[CH2:32][CH2:31][CH2:30][CH2:29]3)=[CH:21][CH:20]=1)[N:14]([C:42](=[O:43])[C:41]([CH3:46])([CH3:45])[CH3:40])[CH2:13][CH2:12]2)[C:2]1[CH:3]=[CH:4][CH:5]=[CH:6][CH:7]=1. The catalyst class is: 1.